From a dataset of Experimentally validated miRNA-target interactions with 360,000+ pairs, plus equal number of negative samples. Binary Classification. Given a miRNA mature sequence and a target amino acid sequence, predict their likelihood of interaction. (1) The miRNA is mmu-miR-3082-3p with sequence CACAUGGCACUCAACUCUGCAG. The protein sequence of the target gene is MLHSPHKQPQNHKCGANFLQEDCKKALAFKWLISAGHYQPPRPTESVSALTTVHAGIFKAASSIYNRGHKFYLEKKGGTMASNSLFSAVTPCQQSFFWDPSTSRRFSPPSSSLQPGKMSDVSPVVAAQQQQQQQQQQQQQQQQQQQQQQQQQQQQQEAAAAAAAAAAAAAAAAAAVPRLRPPHDNRTMVEIIADHPAELVRTDSPNFLCSVLPSHWRCNKTLPVAFKVVALGEVPDGTVVTVMAGNDENYSAELRNASAVMKNQVARFNDLRFVGRSGRGKSFTLTITVFTNPPQVATYH.... Result: 1 (interaction). (2) The miRNA is mmu-miR-466k with sequence UGUGUGUGUACAUGUACAUGUGA. The protein sequence of the target gene is MRNLQPDSVENSLSQLPSRCLETRKRKRSYKKRPVTYSYWRRTQRNRARKHKAPVKGLVSFEDVSVDFTWDEWQDLDDSQRKLYRDVMLETYSSLESLGHCITKPEVIFKLEQGAEPWRAEDVPKQSRADVQKITELNETSQDNEERHLWHHAITYSNKSTEEKVKLGNIVNVSSNCVSNLTVKNGNSSGMRPVALTVWQSVLPPNKPDDTRIGEELDASLTSEPPIHAEHPGLYSRAPGTGQQFQCCMQEVTCNTKALWTKRFHIAHGSSKFGESEKVPDEVALHAQDVSWVRAETFEC.... Result: 1 (interaction). (3) The miRNA is hsa-miR-3174 with sequence UAGUGAGUUAGAGAUGCAGAGCC. The protein sequence of the target gene is MSKKGRSKGDKPEAETDSVQMANEELRAKLTNIQIEFQQEKSKVGKLRERLQEAKLEREQEQRRHTAYISELKAKLHEEKTKELQALREALIRQHEQEAARTAKIKEGELQRLQATLNVLRDGAADKVKTALLADAREEARRTFDGERQRLQQEILELKAARKQAEEALSNCMQADKAKAADLRAAYQAHQDEVHRIKRECERDIRRLMDEIKGKERVILALEKELGVQTGQTQRLLLQKEALDEQLVQVKEAERHHSSPKRELPPGIGDMAELMGGQDQHMDERDVRRFQLKIAELNSV.... Result: 0 (no interaction). (4) The miRNA is hsa-miR-655-3p with sequence AUAAUACAUGGUUAACCUCUUU. The protein sequence of the target gene is MDPQPPPPAQGSPPHRDRGRGRGRGRGRGRGRGRGRGGAGAPRAPLPCPTCGRLFRFPYYLSRHRLSHSGLRPHACPLCPKAFRRPAHLSRHLRGHGPQPPLRCAACPRTFPEPAQLRRHLAQEHAGSEVDLSTQRAVKEEPEASWGPQDEGVEQPATVVVAGAEEEATTQWPAGDSAPAAVPTSTDPRESEAKEAEAGAAELRAELALAAGRQEEKQVLLQADWTLLCLRCREAFATKGELKAHPCLRPEGEQEGEGGPPPRPKRHQCSICLKAFARPWSLSRHRLVHSTDRPFVCPDC.... Result: 0 (no interaction). (5) The miRNA is rno-miR-30c-1-3p with sequence CUGGGAGAGGGUUGUUUACUCC. The protein sequence of the target gene is MYGASGGRAKPERKSGAKEEAGPGGAGGGGSRVELLVFGYACKLFRDDERALAQEQGQHLIPWMGDHKILIDRYDGRGHLHDLSEYDAEYSTWNRDYQLSEEEARIEALCDEERYLALHTDLLEEEARQEEEYKRLSEALAEDGSYNAVGFTYGSDYYDPSEPTEEEEPSKQREKNEAENLEENEEPFVAPLGLSVPSDVELPPTAKMHAIIERTASFVCRQGAQFEIMLKAKQARNSQFDFLRFDHYLNPYYKFIQKAMKEGRYTVLAENKSDEKKKSGVSSDNEDDDDEEDGNYLHPS.... Result: 0 (no interaction).